From a dataset of Caco-2 cell permeability data measuring drug intestinal absorption for ~900 compounds. Regression/Classification. Given a drug SMILES string, predict its absorption, distribution, metabolism, or excretion properties. Task type varies by dataset: regression for continuous measurements (e.g., permeability, clearance, half-life) or binary classification for categorical outcomes (e.g., BBB penetration, CYP inhibition). For this dataset (caco2_wang), we predict Y. (1) The molecule is CNS(=O)(=O)Cc1ccc2[nH]cc(CCN(C)C)c2c1. The Y is -5.68 log Papp (cm/s). (2) The compound is COC(=O)c1cc(O)c(O)c(O)c1. The Y is -5.39 log Papp (cm/s). (3) The drug is C[C@]12C[C@@H](O)[C@@H]3[C@@H](CCC4=CC(=O)CC[C@@]43C)[C@H]1CC[C@@]2(O)C(=O)CO. The Y is -4.66 log Papp (cm/s). (4) The molecule is CNC[C@H](O)c1ccc(O)c(O)c1. The Y is -6.12 log Papp (cm/s). (5) The molecule is CC(=O)N[C@@H](Cc1c[nH]c2ccccc12)C(=O)N[C@@H](C)C(=O)NCC(=O)NCC(=O)N[C@@H](CCCCN)C(=O)N[C@@H](C)C(N)=O. The Y is -7.31 log Papp (cm/s).